This data is from PAMPA (Parallel Artificial Membrane Permeability Assay) permeability data from NCATS. The task is: Regression/Classification. Given a drug SMILES string, predict its absorption, distribution, metabolism, or excretion properties. Task type varies by dataset: regression for continuous measurements (e.g., permeability, clearance, half-life) or binary classification for categorical outcomes (e.g., BBB penetration, CYP inhibition). Dataset: pampa_ncats. (1) The molecule is CC1=CC(=NC=C1)NC(=S)N2CCC(CC2)C3=CC(=CC=C3)C(F)(F)F. The result is 1 (high permeability). (2) The molecule is CC1=CC(=NC2=CC=CC=C12)NC(=S)N3CCN(CC3)C4=CC=CC(=C4)C(F)(F)F. The result is 1 (high permeability).